This data is from Forward reaction prediction with 1.9M reactions from USPTO patents (1976-2016). The task is: Predict the product of the given reaction. (1) Given the reactants C(O[C:6]([N:8]([CH2:10][C:11]1[CH:12]=[CH:13][CH:14]=[C:15]2[C:19]=1[NH:18][CH:17]=[C:16]2/[CH:20]=[C:21]1\[O:22][C:23]2[C:30]([CH2:31][N:32]3[CH2:37][CH2:36][N:35](C(OC(C)(C)C)=O)[CH2:34][CH2:33]3)=[C:29]([OH:45])[CH:28]=[CH:27][C:24]=2[C:25]\1=[O:26])C)=O)(C)(C)C.[ClH:46], predict the reaction product. The product is: [ClH:46].[ClH:46].[ClH:46].[OH:45][C:29]1[CH:28]=[CH:27][C:24]2[C:25](=[O:26])/[C:21](=[CH:20]/[C:16]3[C:15]4[C:19](=[C:11]([CH2:10][NH:8][CH3:6])[CH:12]=[CH:13][CH:14]=4)[NH:18][CH:17]=3)/[O:22][C:23]=2[C:30]=1[CH2:31][N:32]1[CH2:33][CH2:34][NH:35][CH2:36][CH2:37]1. (2) Given the reactants [Br:1][C:2]1[CH:7]=[C:6]([F:8])[CH:5]=[C:4]([Br:9])[C:3]=1I.C([Mg]Cl)(C)C.CN([CH:19]=[O:20])C, predict the reaction product. The product is: [Br:1][C:2]1[CH:7]=[C:6]([F:8])[CH:5]=[C:4]([Br:9])[C:3]=1[CH:19]=[O:20]. (3) Given the reactants [NH:1]1[CH2:6][CH2:5][S:4][CH2:3][CH2:2]1.[C:7]([BH3-])#N.[Na+].C([NH:19][C:20]1[CH:25]=[CH:24][CH:23]=[CH:22][C:21]=1[CH:26]([C:30]#[N:31])[C:27]([NH2:29])=[O:28])(=O)C1C=CC=CC=1.C(=O)([O-])O.[Na+].C[N:38](C)[CH:39]=[O:40], predict the reaction product. The product is: [NH2:38][C:39]([NH:31][C:30]1[NH:19][C:20]2[C:21]([C:26]=1[C:27]([NH2:29])=[O:28])=[CH:22][CH:23]=[C:24]([CH2:7][N:1]1[CH2:6][CH2:5][S:4][CH2:3][CH2:2]1)[CH:25]=2)=[O:40]. (4) Given the reactants CSC.B.[NH2:5][C:6]1[CH:13]=[C:12]([N+:14]([O-:16])=[O:15])[CH:11]=[CH:10][C:7]=1[C:8]#[N:9], predict the reaction product. The product is: [NH2:9][CH2:8][C:7]1[CH:10]=[CH:11][C:12]([N+:14]([O-:16])=[O:15])=[CH:13][C:6]=1[NH2:5]. (5) The product is: [Cl:14][CH2:15][C:16]([C:8]1[CH:9]=[C:10]2[C:5](=[CH:6][CH:7]=1)[NH:4][C:3](=[O:13])[CH:2]([CH3:1])[CH:11]2[CH3:12])=[O:17]. Given the reactants [CH3:1][CH:2]1[CH:11]([CH3:12])[C:10]2[C:5](=[CH:6][CH:7]=[CH:8][CH:9]=2)[NH:4][C:3]1=[O:13].[Cl:14][CH2:15][C:16](Cl)=[O:17], predict the reaction product. (6) Given the reactants CC1C2C(=O)OC(=O)[NH:11]C=2C=CC=1.OC[N:16]1[C:20](=[O:21])[C:19]2=[CH:22][CH:23]=[CH:24][CH:25]=[C:18]2[C:17]1=[O:26], predict the reaction product. The product is: [C:17]([NH2:11])(=[O:26])[C:18]1[C:19](=[CH:22][CH:23]=[CH:24][CH:25]=1)[C:20]([NH2:16])=[O:21]. (7) Given the reactants Br[C:2]([F:9])([F:8])[C:3]([O:5][CH2:6][CH3:7])=[O:4].[Br:10][C:11]1[N:16]=[C:15](/[C:17](=[N:19]/[S@@:20]([C:22]([CH3:25])([CH3:24])[CH3:23])=[O:21])/[CH3:18])[C:14]([F:26])=[C:13]([Si:27]([CH2:32][CH3:33])([CH2:30][CH3:31])[CH2:28][CH3:29])[CH:12]=1.[Cl-].[NH4+], predict the reaction product. The product is: [CH2:6]([O:5][C:3](=[O:4])[C:2]([F:9])([F:8])[C@@:17]([C:15]1[C:14]([F:26])=[C:13]([Si:27]([CH2:30][CH3:31])([CH2:28][CH3:29])[CH2:32][CH3:33])[CH:12]=[C:11]([Br:10])[N:16]=1)([NH:19][S@@:20]([C:22]([CH3:23])([CH3:24])[CH3:25])=[O:21])[CH3:18])[CH3:7].